From a dataset of Full USPTO retrosynthesis dataset with 1.9M reactions from patents (1976-2016). Predict the reactants needed to synthesize the given product. (1) Given the product [NH2:15][C:16]1[C:32]([Cl:33])=[CH:31][C:19]([C:20]([NH:22][C@H:23]2[CH2:28][CH2:27][N:26]([CH2:13][CH:10]3[CH2:9][CH2:8][N:7]([C:1](=[O:6])[CH:2]([CH3:4])[CH3:3])[CH2:12][CH2:11]3)[CH2:25][C@H:24]2[O:29][CH3:30])=[O:21])=[C:18]([O:34][CH3:35])[CH:17]=1, predict the reactants needed to synthesize it. The reactants are: [C:1]([OH:6])(=O)[CH:2]([CH3:4])[CH3:3].[NH:7]1[CH2:12][CH2:11][CH:10]([CH2:13]O)[CH2:9][CH2:8]1.[NH2:15][C:16]1[C:32]([Cl:33])=[CH:31][C:19]([C:20]([NH:22][C@H:23]2[CH2:28][CH2:27][NH:26][CH2:25][C@H:24]2[O:29][CH3:30])=[O:21])=[C:18]([O:34][CH3:35])[CH:17]=1. (2) Given the product [O:19]=[C:13]1[C:12]2[CH:20]=[CH:21][CH:22]=[CH:23][C:11]=2[C:10]2[C:15](=[N:16][CH:17]=[CH:18][C:9]=2[NH:8][C:5]2[CH:4]=[CH:3][C:2]([NH:1][S:39]([C:33]3[CH:38]=[CH:37][CH:36]=[CH:35][CH:34]=3)(=[O:41])=[O:40])=[CH:7][CH:6]=2)[NH:14]1, predict the reactants needed to synthesize it. The reactants are: [NH2:1][C:2]1[CH:7]=[CH:6][C:5]([NH:8][C:9]2[CH:18]=[CH:17][N:16]=[C:15]3[C:10]=2[C:11]2[CH:23]=[CH:22][CH:21]=[CH:20][C:12]=2[C:13](=[O:19])[NH:14]3)=[CH:4][CH:3]=1.CCN(C(C)C)C(C)C.[C:33]1([S:39](Cl)(=[O:41])=[O:40])[CH:38]=[CH:37][CH:36]=[CH:35][CH:34]=1. (3) Given the product [CH2:4]([O:29][C:27](=[O:28])[C:8]1[CH:7]=[CH:6][CH:5]=[CH:10][C:9]=1[C:11]1[C:12]2[C:18]([O:19][C:20]3[C:21]=1[CH:22]=[CH:23][C:24](=[O:26])[CH:25]=3)=[CH:17][C:15]([OH:16])=[CH:14][CH:13]=2)[CH:3]=[CH2:2], predict the reactants needed to synthesize it. The reactants are: Br[CH:2]=[CH:3][CH3:4].[CH:5]1[CH:6]=[CH:7][C:8]([C:27]([OH:29])=[O:28])=[C:9]([C:11]2[C:21]3[CH:22]=[CH:23][C:24]([OH:26])=[CH:25][C:20]=3[O:19][C:18]3[C:12]=2[CH:13]=[CH:14][C:15]([CH:17]=3)=[O:16])[CH:10]=1.C([O-])([O-])=O.[K+].[K+]. (4) Given the product [C:30]1([C:2]2[CH:3]=[C:4]([C:8]3[C:21]4[CH:20]=[CH:19][C:18]5[CH:22]=[CH:23][CH:24]=[CH:25][C:17]=5[C:16]=4[N:15]=[C:14]4[C:9]=3[CH:10]=[CH:11][C:12]3[CH:29]=[CH:28][CH:27]=[CH:26][C:13]=34)[CH:5]=[CH:6][CH:7]=2)[C:43]2[C:44]3=[C:45]4[C:40](=[CH:41][CH:42]=2)[CH:39]=[CH:38][CH:37]=[C:36]4[CH:35]=[CH:34][C:33]3=[CH:32][CH:31]=1, predict the reactants needed to synthesize it. The reactants are: Br[C:2]1[CH:3]=[C:4]([C:8]2[C:21]3[CH:20]=[CH:19][C:18]4[CH:22]=[CH:23][CH:24]=[CH:25][C:17]=4[C:16]=3[N:15]=[C:14]3[C:9]=2[CH:10]=[CH:11][C:12]2[CH:29]=[CH:28][CH:27]=[CH:26][C:13]=23)[CH:5]=[CH:6][CH:7]=1.[C:30]1(B(O)O)[C:43]2[C:44]3=[C:45]4[C:40](=[CH:41][CH:42]=2)[CH:39]=[CH:38][CH:37]=[C:36]4[CH:35]=[CH:34][C:33]3=[CH:32][CH:31]=1.C(=O)([O-])[O-].[K+].[K+].C1(C)C=CC=CC=1.